This data is from CYP1A2 inhibition data for predicting drug metabolism from PubChem BioAssay. The task is: Regression/Classification. Given a drug SMILES string, predict its absorption, distribution, metabolism, or excretion properties. Task type varies by dataset: regression for continuous measurements (e.g., permeability, clearance, half-life) or binary classification for categorical outcomes (e.g., BBB penetration, CYP inhibition). Dataset: cyp1a2_veith. (1) The molecule is CCOC(=O)c1cnc2cc(-c3ccc(C)cc3)nn2c1-c1ccccc1. The result is 1 (inhibitor). (2) The compound is COc1ccc(OC)c(NC(=O)C(CC(=O)O)NCc2ccco2)c1. The result is 0 (non-inhibitor).